From a dataset of Catalyst prediction with 721,799 reactions and 888 catalyst types from USPTO. Predict which catalyst facilitates the given reaction. (1) Reactant: [F:1][C:2]1[C:32]([F:33])=[CH:31][C:5]2[NH:6][C:7]([NH:9][C:10]3[CH:15]=[CH:14][C:13]([O:16][C:17]4[C:22]([C:23]5[CH:28]=[CH:27][N:26]=[C:25](SC)[N:24]=5)=[CH:21][CH:20]=[CH:19][N:18]=4)=[CH:12][CH:11]=3)=[N:8][C:4]=2[CH:3]=1.O[O:35][S:36]([O-:38])=O.[K+].[C:40]([O-])(O)=O.[Na+]. Product: [F:1][C:2]1[C:32]([F:33])=[CH:31][C:5]2[NH:6][C:7]([NH:9][C:10]3[CH:15]=[CH:14][C:13]([O:16][C:17]4[C:22]([C:23]5[CH:28]=[CH:27][N:26]=[C:25]([S:36]([CH3:40])(=[O:38])=[O:35])[N:24]=5)=[CH:21][CH:20]=[CH:19][N:18]=4)=[CH:12][CH:11]=3)=[N:8][C:4]=2[CH:3]=1. The catalyst class is: 5. (2) Reactant: [C:1]1([CH3:21])[CH:6]=[CH:5][C:4]([S:7][CH2:8][CH2:9][NH:10][C:11](=[O:20])[O:12][CH2:13][C:14]2[CH:19]=[CH:18][CH:17]=[CH:16][CH:15]=2)=[CH:3][CH:2]=1.C=O.[C:24]1(C)C=CC(S(O)(=O)=O)=CC=1. The catalyst class is: 11. Product: [CH3:21][C:1]1[CH:6]=[CH:5][C:4]2[S:7][CH2:8][CH2:9][N:10]([C:11]([O:12][CH2:13][C:14]3[CH:15]=[CH:16][CH:17]=[CH:18][CH:19]=3)=[O:20])[CH2:24][C:3]=2[CH:2]=1. (3) Product: [F:18][C:2]1([F:1])[CH2:4][CH:3]1[CH:5]1[C:14]2[C:9]3=[C:10]([CH2:21][NH:17][CH2:16][CH2:15][N:8]3[CH2:7][CH2:6]1)[CH:11]=[CH:12][CH:13]=2. Reactant: [F:1][C:2]1([F:18])[CH2:4][CH:3]1[CH:5]1[C:14]2[C:9](=[CH:10][CH:11]=[CH:12][CH:13]=2)[N:8]([CH2:15][CH2:16][NH2:17])[CH2:7][CH2:6]1.C=O.[C:21](O)(C(F)(F)F)=O.[OH-].[Na+]. The catalyst class is: 8. (4) Reactant: [CH2:1]([C:3]1[CH:8]=[CH:7][CH:6]=[CH:5][C:4]=1[C:9]1[CH:14]=[CH:13][C:12]([C:15](O)=O)=[CH:11][C:10]=1[CH2:18][O:19][CH3:20])[CH3:2].[NH2:21][C:22](=[N:42][OH:43])[C:23]1[CH:32]=[C:31]2[C:26]([CH2:27][CH2:28][N:29]([CH2:33][CH2:34][C:35]([O:37][C:38]([CH3:41])([CH3:40])[CH3:39])=[O:36])[CH2:30]2)=[CH:25][CH:24]=1. Product: [CH2:1]([C:3]1[CH:8]=[CH:7][CH:6]=[CH:5][C:4]=1[C:9]1[CH:14]=[CH:13][C:12]([C:15]2[O:43][N:42]=[C:22]([C:23]3[CH:32]=[C:31]4[C:26]([CH2:27][CH2:28][N:29]([CH2:33][CH2:34][C:35]([O:37][C:38]([CH3:39])([CH3:40])[CH3:41])=[O:36])[CH2:30]4)=[CH:25][CH:24]=3)[N:21]=2)=[CH:11][C:10]=1[CH2:18][O:19][CH3:20])[CH3:2]. The catalyst class is: 25. (5) Reactant: [C:1]([C@@H:5]1[CH2:10][CH2:9][C@H:8]([C:11]([OH:13])=O)[CH2:7][CH2:6]1)([CH3:4])([CH3:3])[CH3:2].C(Cl)(=O)C([Cl:17])=O. Product: [C:1]([C@@H:5]1[CH2:10][CH2:9][C@H:8]([C:11]([Cl:17])=[O:13])[CH2:7][CH2:6]1)([CH3:4])([CH3:3])[CH3:2]. The catalyst class is: 4. (6) Reactant: [CH:1]1([CH2:7][N:8]2[C:12]([C:13]3[CH2:17][C:16]4([CH2:22][CH2:21][CH2:20][CH2:19][CH2:18]4)[NH:15][N:14]=3)=[CH:11][C:10]([C:23]([O:25]CC)=[O:24])=[C:9]2[CH3:28])[CH2:6][CH2:5][CH2:4][CH2:3][CH2:2]1.O.NN. Product: [CH:1]1([CH2:7][N:8]2[C:12]([C:13]3[CH2:17][C:16]4([CH2:18][CH2:19][CH2:20][CH2:21][CH2:22]4)[NH:15][N:14]=3)=[CH:11][C:10]([C:23]([OH:25])=[O:24])=[C:9]2[CH3:28])[CH2:6][CH2:5][CH2:4][CH2:3][CH2:2]1. The catalyst class is: 5. (7) Reactant: [Br:1][C:2]1[S:10][C:9]2[C:8]([N:11]3[CH2:16][CH2:15][NH:14][C:13]([CH3:18])([CH3:17])[CH2:12]3)=[N:7][CH:6]=[N:5][C:4]=2[CH:3]=1.[Cl:19][C:20]1[CH:21]=[C:22]([C@@H:26]([NH:28][C:29](=O)[O:30]C2C=CC([N+]([O-])=O)=CC=2)[CH3:27])[CH:23]=[CH:24][CH:25]=1.C(N(CC)CC)C. Product: [Br:1][C:2]1[S:10][C:9]2[C:8]([N:11]3[CH2:16][CH2:15][N:14]([C:29]([NH:28][C@H:26]([C:22]4[CH:23]=[CH:24][CH:25]=[C:20]([Cl:19])[CH:21]=4)[CH3:27])=[O:30])[C:13]([CH3:18])([CH3:17])[CH2:12]3)=[N:7][CH:6]=[N:5][C:4]=2[CH:3]=1. The catalyst class is: 10. (8) Reactant: [NH:1]1[CH:5]=[CH:4][C:3]([C:6]2[CH:7]=[C:8]([NH:12][C:13](=[O:23])[C@@H:14]([NH2:22])[CH2:15][C:16]3[CH:21]=[CH:20][CH:19]=[CH:18][CH:17]=3)[CH:9]=[CH:10][CH:11]=2)=[N:2]1.[S:24]1[CH:28]=[C:27]([CH:29]=O)[N:26]=[CH:25]1.C(O[BH-](OC(=O)C)OC(=O)C)(=O)C.[Na+]. Product: [NH:1]1[CH:5]=[CH:4][C:3]([C:6]2[CH:7]=[C:8]([NH:12][C:13](=[O:23])[C@@H:14]([NH:22][CH2:29][C:27]3[N:26]=[CH:25][S:24][CH:28]=3)[CH2:15][C:16]3[CH:17]=[CH:18][CH:19]=[CH:20][CH:21]=3)[CH:9]=[CH:10][CH:11]=2)=[N:2]1. The catalyst class is: 2. (9) Reactant: [C:1]([O:5][C:6]([N:8]1[C:17]2[C:12](=[CH:13][C:14]([OH:18])=[CH:15][CH:16]=2)[CH2:11][CH2:10][CH2:9]1)=[O:7])([CH3:4])([CH3:3])[CH3:2].Br[CH2:20][CH2:21][CH2:22][O:23][CH3:24].C([O-])([O-])=O.[K+].[K+]. Product: [C:1]([O:5][C:6]([N:8]1[C:17]2[C:12](=[CH:13][C:14]([O:18][CH2:20][CH2:21][CH2:22][O:23][CH3:24])=[CH:15][CH:16]=2)[CH2:11][CH2:10][CH2:9]1)=[O:7])([CH3:4])([CH3:2])[CH3:3]. The catalyst class is: 3.